This data is from Catalyst prediction with 721,799 reactions and 888 catalyst types from USPTO. The task is: Predict which catalyst facilitates the given reaction. Reactant: F[C:2]1[C:7]([C:8]2[N:13]=[C:12]([CH3:14])[N:11]=[C:10]([N:15](CC3C=CC(OC)=CC=3)CC3C=CC(OC)=CC=3)[N:9]=2)=[CH:6][C:5]([CH2:34][N:35]2[CH2:40][CH2:39][O:38][CH2:37][CH2:36]2)=[CH:4][N:3]=1.[S:41]1[C:45]2[CH:46]=[CH:47][C:48]([NH2:50])=[CH:49][C:44]=2[N:43]=[CH:42]1.C[Si]([N-][Si](C)(C)C)(C)C.[Li+].FC(F)(F)C(O)=O.FC(F)(F)S(O)(=O)=O.C(=O)([O-])[O-].[Na+].[Na+]. Product: [NH2:15][C:10]1[N:11]=[C:12]([CH3:14])[N:13]=[C:8]([C:7]2[C:2]([NH:50][C:48]3[CH:47]=[CH:46][C:45]4[S:41][CH:42]=[N:43][C:44]=4[CH:49]=3)=[N:3][CH:4]=[C:5]([CH2:34][N:35]3[CH2:40][CH2:39][O:38][CH2:37][CH2:36]3)[CH:6]=2)[N:9]=1. The catalyst class is: 569.